This data is from Catalyst prediction with 721,799 reactions and 888 catalyst types from USPTO. The task is: Predict which catalyst facilitates the given reaction. (1) The catalyst class is: 45. Reactant: C(OC([NH:11][C@@H:12]([C:22]([CH3:25])([CH3:24])[CH3:23])[CH2:13][NH:14][C:15](=[O:21])[O:16][C:17]([CH3:20])([CH3:19])[CH3:18])=O)C1C=CC=CC=1. Product: [NH2:11][C@@H:12]([C:22]([CH3:25])([CH3:24])[CH3:23])[CH2:13][NH:14][C:15](=[O:21])[O:16][C:17]([CH3:18])([CH3:19])[CH3:20]. (2) Reactant: [C:1]([NH:5][C:6]([C:8]1[C:12]2=[N:13][C:14]([C:17]3[CH:25]=[CH:24][CH:23]=[C:22]4[C:18]=3[CH:19]=[N:20][N:21]4[CH3:26])=[CH:15][N:16]=[C:11]2[N:10](C(C2C=CC=CC=2)(C2C=CC=CC=2)C2C=CC=CC=2)[CH:9]=1)=[O:7])([CH3:4])([CH3:3])[CH3:2].[ClH:46]. Product: [ClH:46].[C:1]([NH:5][C:6]([C:8]1[C:12]2=[N:13][C:14]([C:17]3[CH:25]=[CH:24][CH:23]=[C:22]4[C:18]=3[CH:19]=[N:20][N:21]4[CH3:26])=[CH:15][N:16]=[C:11]2[NH:10][CH:9]=1)=[O:7])([CH3:4])([CH3:3])[CH3:2]. The catalyst class is: 12.